Dataset: NCI-60 drug combinations with 297,098 pairs across 59 cell lines. Task: Regression. Given two drug SMILES strings and cell line genomic features, predict the synergy score measuring deviation from expected non-interaction effect. (1) Drug 1: CC(CN1CC(=O)NC(=O)C1)N2CC(=O)NC(=O)C2. Drug 2: CCCCC(=O)OCC(=O)C1(CC(C2=C(C1)C(=C3C(=C2O)C(=O)C4=C(C3=O)C=CC=C4OC)O)OC5CC(C(C(O5)C)O)NC(=O)C(F)(F)F)O. Cell line: SF-268. Synergy scores: CSS=7.78, Synergy_ZIP=-4.97, Synergy_Bliss=2.27, Synergy_Loewe=3.29, Synergy_HSA=2.15. (2) Drug 1: CC12CCC(CC1=CCC3C2CCC4(C3CC=C4C5=CN=CC=C5)C)O. Drug 2: CS(=O)(=O)CCNCC1=CC=C(O1)C2=CC3=C(C=C2)N=CN=C3NC4=CC(=C(C=C4)OCC5=CC(=CC=C5)F)Cl. Cell line: BT-549. Synergy scores: CSS=2.07, Synergy_ZIP=2.52, Synergy_Bliss=5.45, Synergy_Loewe=2.96, Synergy_HSA=3.32. (3) Drug 1: C1=CC(=CC=C1CC(C(=O)O)N)N(CCCl)CCCl.Cl. Drug 2: CC1=C(N=C(N=C1N)C(CC(=O)N)NCC(C(=O)N)N)C(=O)NC(C(C2=CN=CN2)OC3C(C(C(C(O3)CO)O)O)OC4C(C(C(C(O4)CO)O)OC(=O)N)O)C(=O)NC(C)C(C(C)C(=O)NC(C(C)O)C(=O)NCCC5=NC(=CS5)C6=NC(=CS6)C(=O)NCCC[S+](C)C)O. Cell line: HS 578T. Synergy scores: CSS=25.0, Synergy_ZIP=-1.96, Synergy_Bliss=0.300, Synergy_Loewe=-3.75, Synergy_HSA=-1.08. (4) Drug 1: C1=CC(=CC=C1CCC2=CNC3=C2C(=O)NC(=N3)N)C(=O)NC(CCC(=O)O)C(=O)O. Drug 2: C1C(C(OC1N2C=NC(=NC2=O)N)CO)O. Synergy scores: CSS=36.5, Synergy_ZIP=3.00, Synergy_Bliss=12.8, Synergy_Loewe=16.0, Synergy_HSA=16.5. Cell line: NCI-H322M.